Predict which catalyst facilitates the given reaction. From a dataset of Catalyst prediction with 721,799 reactions and 888 catalyst types from USPTO. (1) Reactant: [Cl-].[CH3:2][O:3]C[P+](C1C=CC=CC=1)(C1C=CC=CC=1)C1C=CC=CC=1.[Li+].C[Si]([N-][Si](C)(C)C)(C)C.[CH2:34]([O:41][C:42]1[C:49]([F:50])=[CH:48][C:45]([CH:46]=O)=[CH:44][C:43]=1[F:51])[C:35]1[CH:40]=[CH:39][CH:38]=[CH:37][CH:36]=1.O. Product: [CH2:34]([O:41][C:42]1[C:49]([F:50])=[CH:48][C:45]([CH2:46][CH:2]=[O:3])=[CH:44][C:43]=1[F:51])[C:35]1[CH:40]=[CH:39][CH:38]=[CH:37][CH:36]=1. The catalyst class is: 1. (2) Reactant: [CH3:1][N:2]1[C:6]([C:7](Cl)=[O:8])=[CH:5][C:4]([CH3:10])=[N:3]1.[NH2:11][C:12]1[CH:13]=[C:14]([CH:31]=[CH:32][C:33]=1[Cl:34])[O:15][C:16]1[CH:17]=[CH:18][C:19]2[N:20]([N:22]=[C:23]([NH:25][C:26]([CH:28]3[CH2:30][CH2:29]3)=[O:27])[N:24]=2)[CH:21]=1. Product: [Cl:34][C:33]1[CH:32]=[CH:31][C:14]([O:15][C:16]2[CH:17]=[CH:18][C:19]3[N:20]([N:22]=[C:23]([NH:25][C:26]([CH:28]4[CH2:30][CH2:29]4)=[O:27])[N:24]=3)[CH:21]=2)=[CH:13][C:12]=1[NH:11][C:7]([C:6]1[N:2]([CH3:1])[N:3]=[C:4]([CH3:10])[CH:5]=1)=[O:8]. The catalyst class is: 80.